This data is from Forward reaction prediction with 1.9M reactions from USPTO patents (1976-2016). The task is: Predict the product of the given reaction. (1) The product is: [Br:1][C:2]1[CH:8]=[CH:7][C:5]([NH:6][C:21](=[O:22])[C:20]2[CH:24]=[CH:25][CH:26]=[C:18]([C:17]([F:16])([F:27])[F:28])[CH:19]=2)=[CH:4][CH:3]=1. Given the reactants [Br:1][C:2]1[CH:8]=[CH:7][C:5]([NH2:6])=[CH:4][CH:3]=1.C(N(CC)CC)C.[F:16][C:17]([F:28])([F:27])[C:18]1[CH:19]=[C:20]([CH:24]=[CH:25][CH:26]=1)[C:21](Cl)=[O:22].O, predict the reaction product. (2) Given the reactants [C:1]([O:5][C:6]([N:8]1[CH2:13][CH2:12][N:11]([C:14]2[C:22]3[CH:21]=[C:20](C(O)=O)[S:19][C:18]=3[CH:17]=[CH:16][CH:15]=2)[CH2:10][CH2:9]1)=[O:7])([CH3:4])([CH3:3])[CH3:2].C(O)(=O)C, predict the reaction product. The product is: [S:19]1[CH:20]=[CH:21][C:22]2[C:14]([N:11]3[CH2:10][CH2:9][N:8]([C:6]([O:5][C:1]([CH3:4])([CH3:3])[CH3:2])=[O:7])[CH2:13][CH2:12]3)=[CH:15][CH:16]=[CH:17][C:18]1=2. (3) Given the reactants [Cl:1][C:2]1[CH:7]=[C:6]([CH:8]=[CH2:9])[CH:5]=[C:4]([Cl:10])[C:3]=1[N:11]1[CH:21]=[C:14]2[CH:15]=[N+:16]([O-])[CH:17]=[C:18]([F:19])[C:13]2=[N:12]1.P(Br)(Br)([Br:24])=O, predict the reaction product. The product is: [Br:24][C:15]1[C:14]2=[CH:21][N:11]([C:3]3[C:2]([Cl:1])=[CH:7][C:6]([CH:8]=[CH2:9])=[CH:5][C:4]=3[Cl:10])[N:12]=[C:13]2[C:18]([F:19])=[CH:17][N:16]=1. (4) Given the reactants C[CH2:2][N:3]=C=NCCCN(C)C.[OH:12][CH2:13][CH2:14][O:15][CH2:16][CH2:17][O:18][CH2:19][CH2:20][O:21][C:22]1[C:30]([N+:31]([O-:33])=[O:32])=[CH:29][CH:28]=[CH:27][C:23]=1[C:24](O)=[O:25].Cl.CN.C(N(CC)C(C)C)(C)C.OC1C2N=NNC=2C=CC=1, predict the reaction product. The product is: [OH:12][CH2:13][CH2:14][O:15][CH2:16][CH2:17][O:18][CH2:19][CH2:20][O:21][C:22]1[C:30]([N+:31]([O-:33])=[O:32])=[CH:29][CH:28]=[CH:27][C:23]=1[C:24]([NH:3][CH3:2])=[O:25]. (5) Given the reactants [NH2:1][C:2]1[C:3](=[O:17])[NH:4][C:5](=[S:16])[N:6]([CH2:9][C:10]2[C:14]([CH3:15])=[N:13][O:12][N:11]=2)[C:7]=1[NH2:8].[C:18](O)(=O)C.C(N)=N, predict the reaction product. The product is: [CH3:15][C:14]1[C:10]([CH2:9][N:6]2[C:7]3[N:8]=[CH:18][NH:1][C:2]=3[C:3](=[O:17])[NH:4][C:5]2=[S:16])=[N:11][O:12][N:13]=1.